This data is from Catalyst prediction with 721,799 reactions and 888 catalyst types from USPTO. The task is: Predict which catalyst facilitates the given reaction. (1) Reactant: C[O:2][C:3](=[O:28])[CH2:4][NH:5][C:6]1[CH:27]=[CH:26][C:9]2[C:10]3[N:14]([CH2:15][CH2:16][O:17][C:8]=2[CH:7]=1)[CH:13]=[C:12]([C:18]1[N:19]([CH:23]([CH3:25])[CH3:24])[N:20]=[CH:21][N:22]=1)[N:11]=3.O.[OH-].[Li+:31]. Product: [Li+:31].[CH:23]([N:19]1[C:18]([C:12]2[N:11]=[C:10]3[N:14]([CH2:15][CH2:16][O:17][C:8]4[CH:7]=[C:6]([NH:5][CH2:4][C:3]([O-:28])=[O:2])[CH:27]=[CH:26][C:9]=43)[CH:13]=2)=[N:22][CH:21]=[N:20]1)([CH3:25])[CH3:24]. The catalyst class is: 38. (2) Reactant: [Cl:1][C:2]1[CH:7]=[CH:6][C:5]([C@:8]2([O:26][C@H:25]([CH2:27][O:28][C:29](=[O:31])[CH3:30])[C@@H:20]([O:21][C:22](=[O:24])[CH3:23])[C@H:15]([O:16][C:17](=[O:19])[CH3:18])[C@H:10]2[O:11][C:12](=[O:14])[CH3:13])[OH:9])=[CH:4][C:3]=1[CH2:32][C:33]1[CH:38]=[CH:37][C:36]([O:39][C:40]2([CH2:45][OH:46])[CH2:44][CH2:43][CH2:42][CH2:41]2)=[CH:35][CH:34]=1.F[B-](F)(F)F.[H+].[CH3:53][Si](C=[N+]=[N-])(C)C. Product: [Cl:1][C:2]1[CH:7]=[CH:6][C:5]([C@:8]2([O:26][C@H:25]([CH2:27][O:28][C:29](=[O:31])[CH3:30])[C@@H:20]([O:21][C:22](=[O:24])[CH3:23])[C@H:15]([O:16][C:17](=[O:19])[CH3:18])[C@H:10]2[O:11][C:12](=[O:14])[CH3:13])[OH:9])=[CH:4][C:3]=1[CH2:32][C:33]1[CH:38]=[CH:37][C:36]([O:39][C:40]2([CH2:45][O:46][CH3:53])[CH2:44][CH2:43][CH2:42][CH2:41]2)=[CH:35][CH:34]=1. The catalyst class is: 4. (3) Reactant: [CH3:1][O:2][C:3]1[CH:12]=[CH:11][CH:10]=[C:7]([O:8][CH3:9])[C:4]=1[O:5][CH3:6].[Br:13]N1C(=O)CCC1=O. Product: [Br:13][C:12]1[CH:11]=[CH:10][C:7]([O:8][CH3:9])=[C:4]([O:5][CH3:6])[C:3]=1[O:2][CH3:1]. The catalyst class is: 53. (4) Reactant: O.C(C1C(=O)C(Cl)=C(Cl)C(=O)C=1C#N)#N.[CH2:16]([O:23][C@@H:24]1[C@H:29]([CH2:30][O:31][Si:32]([C:35]([CH3:38])([CH3:37])[CH3:36])([CH3:34])[CH3:33])[O:28][C@@H:27]([O:39][C@@H:40]2[C@H:45]3[CH2:46][O:47][C@H:43]([O:44]3)[C@H:42]([N:48]=[N+:49]=[N-:50])[C@H:41]2[O:51][CH3:52])[C@H:26]([O:53]CC2C=CC(OC)=CC=2)[C@H:25]1[O:63][CH3:64])[C:17]1[CH:22]=[CH:21][CH:20]=[CH:19][CH:18]=1.C(=O)([O-])O.[Na+]. Product: [CH2:16]([O:23][C@@H:24]1[C@H:29]([CH2:30][O:31][Si:32]([C:35]([CH3:38])([CH3:37])[CH3:36])([CH3:34])[CH3:33])[O:28][C@@H:27]([O:39][C@@H:40]2[C@H:45]3[CH2:46][O:47][C@H:43]([O:44]3)[C@H:42]([N:48]=[N+:49]=[N-:50])[C@H:41]2[O:51][CH3:52])[C@H:26]([OH:53])[C@H:25]1[O:63][CH3:64])[C:17]1[CH:22]=[CH:21][CH:20]=[CH:19][CH:18]=1. The catalyst class is: 4. (5) Reactant: [Br:1][C:2]1[C:3]([F:13])=[CH:4][C:5](F)=[C:6]([NH:8][C:9]([NH2:11])=[S:10])[CH:7]=1.[H-].[Na+]. Product: [Br:1][C:2]1[C:3]([F:13])=[CH:4][C:5]2[S:10][C:9]([NH2:11])=[N:8][C:6]=2[CH:7]=1. The catalyst class is: 37.